From a dataset of Full USPTO retrosynthesis dataset with 1.9M reactions from patents (1976-2016). Predict the reactants needed to synthesize the given product. (1) Given the product [O-:20][N+:13]1[C:14]2[C:9](=[C:8]([NH:7][C:6](=[O:18])[O:5][C:1]([CH3:4])([CH3:2])[CH3:3])[CH:17]=[CH:16][CH:15]=2)[CH:10]=[CH:11][CH:12]=1, predict the reactants needed to synthesize it. The reactants are: [C:1]([O:5][C:6](=[O:18])[NH:7][C:8]1[CH:17]=[CH:16][CH:15]=[C:14]2[C:9]=1[CH:10]=[CH:11][CH:12]=[N:13]2)([CH3:4])([CH3:3])[CH3:2].C(=O)([O-])[OH:20].[Na+].ClC1C=CC=C(C(OO)=O)C=1. (2) Given the product [C:17]1([S:14]([N:10]2[C:11]3[C:7](=[CH:6][C:5]([NH2:25])=[CH:13][CH:12]=3)[CH:8]=[CH:9]2)(=[O:16])=[O:15])[CH:22]=[CH:21][CH:20]=[CH:19][CH:18]=1, predict the reactants needed to synthesize it. The reactants are: COC([C:5]1[CH:6]=[C:7]2[C:11](=[CH:12][CH:13]=1)[N:10]([S:14]([C:17]1[CH:22]=[CH:21][CH:20]=[CH:19][CH:18]=1)(=[O:16])=[O:15])[CH:9]=[CH:8]2)=O.O.[Cl-].[NH4+:25].